Dataset: Catalyst prediction with 721,799 reactions and 888 catalyst types from USPTO. Task: Predict which catalyst facilitates the given reaction. (1) Reactant: [F:1][C:2]([F:31])([F:30])[O:3][C:4]1[CH:9]=[CH:8][C:7]([C:10]2[CH:11]=[CH:12][C:13]3[N:14]([C:16]([C:19]4[CH:20]=[C:21]([CH:27]=[CH:28][CH:29]=4)[C:22]([O:24]CC)=O)=[N:17][N:18]=3)[CH:15]=2)=[CH:6][CH:5]=1.CCO.[CH3:35][NH2:36]. Product: [CH3:35][NH:36][C:22](=[O:24])[C:21]1[CH:27]=[CH:28][CH:29]=[C:19]([C:16]2[N:14]3[CH:15]=[C:10]([C:7]4[CH:8]=[CH:9][C:4]([O:3][C:2]([F:1])([F:31])[F:30])=[CH:5][CH:6]=4)[CH:11]=[CH:12][C:13]3=[N:18][N:17]=2)[CH:20]=1. The catalyst class is: 6. (2) Reactant: C1(OC(=O)[N:9]([C:19]2[CH:24]=[C:23]([O:25][C:26]3[CH:31]=[CH:30][C:29]([NH:32][C:33]([C:35]4([C:38](=[O:47])[NH:39][C:40]5[CH:45]=[CH:44][C:43]([F:46])=[CH:42][CH:41]=5)[CH2:37][CH2:36]4)=[O:34])=[C:28]([F:48])[CH:27]=3)[CH:22]=[CH:21][N:20]=2)[C:10]([O:12]C2C=CC=CC=2)=O)C=CC=CC=1.[NH:50]1[CH2:55][CH2:54][CH:53]([N:56]2[CH2:61][CH2:60][N:59]([C:62]([O:64][CH2:65][C:66]3[CH:71]=[CH:70][CH:69]=[CH:68][CH:67]=3)=[O:63])[CH2:58][CH2:57]2)[CH2:52][CH2:51]1.C(N(CC)CC)C. Product: [F:48][C:28]1[CH:27]=[C:26]([CH:31]=[CH:30][C:29]=1[NH:32][C:33]([C:35]1([C:38](=[O:47])[NH:39][C:40]2[CH:41]=[CH:42][C:43]([F:46])=[CH:44][CH:45]=2)[CH2:36][CH2:37]1)=[O:34])[O:25][C:23]1[CH:22]=[CH:21][N:20]=[C:19]([NH:9][C:10]([N:50]2[CH2:55][CH2:54][CH:53]([N:56]3[CH2:57][CH2:58][N:59]([C:62]([O:64][CH2:65][C:66]4[CH:71]=[CH:70][CH:69]=[CH:68][CH:67]=4)=[O:63])[CH2:60][CH2:61]3)[CH2:52][CH2:51]2)=[O:12])[CH:24]=1. The catalyst class is: 9. (3) Reactant: [C:1]([O:5][C:6](=[O:19])[NH:7][CH2:8][CH2:9][NH:10][CH2:11][C:12]1[CH:17]=[CH:16][C:15]([F:18])=[CH:14][CH:13]=1)([CH3:4])([CH3:3])[CH3:2].C(=O)([O-])[O-].[K+].[K+].Br[CH2:27]/[CH:28]=[CH:29]/[C:30]([O:32][CH3:33])=[O:31]. Product: [CH3:33][O:32][C:30](=[O:31])[CH:29]=[CH:28][CH2:27][N:10]([CH2:9][CH2:8][NH:7][C:6]([O:5][C:1]([CH3:4])([CH3:2])[CH3:3])=[O:19])[CH2:11][C:12]1[CH:17]=[CH:16][C:15]([F:18])=[CH:14][CH:13]=1. The catalyst class is: 21. (4) Reactant: C([N:8]1[CH2:14][C:13]2[CH:15]=[CH:16][C:17]([O:19][C:20]3[CH:25]=[CH:24][CH:23]=[CH:22][C:21]=3[Cl:26])=[N:18][C:12]=2[O:11][CH2:10][CH2:9]1)C1C=CC=CC=1.ClC(OC(Cl)C)=O. Product: [ClH:26].[Cl:26][C:21]1[CH:22]=[CH:23][CH:24]=[CH:25][C:20]=1[O:19][C:17]1[CH:16]=[CH:15][C:13]2[CH2:14][NH:8][CH2:9][CH2:10][O:11][C:12]=2[N:18]=1. The catalyst class is: 68. (5) Reactant: C1COCC1.[C:6]([C:10]1[CH:11]=[C:12]([C:20]2[N:24]([C:25]3[CH:30]=[CH:29][C:28]([C:31]([N:33]4[CH2:38][CH2:37][N:36]([CH3:39])[CH2:35][CH2:34]4)=[O:32])=[CH:27][CH:26]=3)[N:23]=[C:22]([C:40]3[CH:49]=[CH:48][C:43]([C:44]([O:46]C)=[O:45])=[CH:42][CH:41]=3)[CH:21]=2)[CH:13]=[C:14]([C:16]([CH3:19])([CH3:18])[CH3:17])[CH:15]=1)([CH3:9])([CH3:8])[CH3:7].O.[OH-].[Li+].Cl. Product: [C:6]([C:10]1[CH:11]=[C:12]([C:20]2[N:24]([C:25]3[CH:26]=[CH:27][C:28]([C:31]([N:33]4[CH2:34][CH2:35][N:36]([CH3:39])[CH2:37][CH2:38]4)=[O:32])=[CH:29][CH:30]=3)[N:23]=[C:22]([C:40]3[CH:41]=[CH:42][C:43]([C:44]([OH:46])=[O:45])=[CH:48][CH:49]=3)[CH:21]=2)[CH:13]=[C:14]([C:16]([CH3:19])([CH3:18])[CH3:17])[CH:15]=1)([CH3:7])([CH3:8])[CH3:9]. The catalyst class is: 161. (6) Reactant: C([O:4][C:5]1[C:69]([CH3:70])=[C:68]([O:71][CH2:72][C:73]2[CH:78]=[CH:77][CH:76]=[CH:75][CH:74]=2)[CH:67]=[CH:66][C:6]=1[C:7]([C:9]1[CH:18]=[C:17]([C:19]([O:21][CH3:22])=[O:20])[C:16]2([C:23]([O:25][CH3:26])=[O:24])[N:11]([CH2:12][CH2:13][C:14]3[C:33]4[C:28](=[CH:29][CH:30]=[C:31]([O:34][CH2:35][C:36](=[O:65])[NH:37][CH2:38][CH2:39][CH2:40][O:41][CH2:42][CH2:43][O:44][CH2:45][CH2:46][O:47][CH2:48][CH2:49][CH2:50][NH:51][CH2:52][CH2:53][CH2:54][CH2:55][CH:56]5[CH:63]6[CH:59]([NH:60][C:61](=[O:64])[NH:62]6)[CH2:58][S:57]5)[CH:32]=4)[NH:27][C:15]=32)[CH:10]=1)=[O:8])C=C.N1CCOCC1.C(=O)(O)[O-].[Na+]. Product: [CH2:72]([O:71][C:68]1[CH:67]=[CH:66][C:6]([C:7]([C:9]2[CH:18]=[C:17]([C:19]([O:21][CH3:22])=[O:20])[C:16]3([C:23]([O:25][CH3:26])=[O:24])[N:11]([CH2:12][CH2:13][C:14]4[C:33]5[C:28](=[CH:29][CH:30]=[C:31]([O:34][CH2:35][C:36](=[O:65])[NH:37][CH2:38][CH2:39][CH2:40][O:41][CH2:42][CH2:43][O:44][CH2:45][CH2:46][O:47][CH2:48][CH2:49][CH2:50][NH:51][CH2:52][CH2:53][CH2:54][CH2:55][CH:56]6[CH:63]7[CH:59]([NH:60][C:61](=[O:64])[NH:62]7)[CH2:58][S:57]6)[CH:32]=5)[NH:27][C:15]=43)[CH:10]=2)=[O:8])=[C:5]([OH:4])[C:69]=1[CH3:70])[C:73]1[CH:74]=[CH:75][CH:76]=[CH:77][CH:78]=1. The catalyst class is: 20.